Task: Predict which catalyst facilitates the given reaction.. Dataset: Catalyst prediction with 721,799 reactions and 888 catalyst types from USPTO Reactant: [C:1]([C:3]1[CH:4]=[C:5]([N:9]([CH2:14][C:15]2[CH:20]=[CH:19][CH:18]=[C:17]([I:21])[CH:16]=2)[C:10](=[O:13])[CH2:11][CH3:12])[CH:6]=[CH:7][CH:8]=1)#[N:2].C([Sn](=O)CCCC)CCC.C[Si]([N:36]=[N+:37]=[N-:38])(C)C. Product: [I:21][C:17]1[CH:16]=[C:15]([CH:20]=[CH:19][CH:18]=1)[CH2:14][N:9]([C:5]1[CH:6]=[CH:7][CH:8]=[C:3]([C:1]2[NH:38][N:37]=[N:36][N:2]=2)[CH:4]=1)[C:10](=[O:13])[CH2:11][CH3:12]. The catalyst class is: 11.